This data is from Peptide-MHC class I binding affinity with 185,985 pairs from IEDB/IMGT. The task is: Regression. Given a peptide amino acid sequence and an MHC pseudo amino acid sequence, predict their binding affinity value. This is MHC class I binding data. (1) The peptide sequence is MTVDEVEDY. The MHC is HLA-A29:02 with pseudo-sequence HLA-A29:02. The binding affinity (normalized) is 0.728. (2) The peptide sequence is APILVVSGI. The MHC is HLA-B40:01 with pseudo-sequence HLA-B40:01. The binding affinity (normalized) is 0.0847. (3) The peptide sequence is CTLNFPISPI. The MHC is HLA-A02:06 with pseudo-sequence HLA-A02:06. The binding affinity (normalized) is 0.803. (4) The peptide sequence is LLWFHISCL. The MHC is HLA-A02:01 with pseudo-sequence HLA-A02:01. The binding affinity (normalized) is 0.453. (5) The peptide sequence is GIFKNNDVR. The MHC is HLA-A31:01 with pseudo-sequence HLA-A31:01. The binding affinity (normalized) is 0.136. (6) The binding affinity (normalized) is 0.244. The peptide sequence is IFPANINDK. The MHC is HLA-A31:01 with pseudo-sequence HLA-A31:01. (7) The peptide sequence is DSYPKLTNSY. The MHC is Mamu-A02 with pseudo-sequence Mamu-A02. The binding affinity (normalized) is 0.203.